From a dataset of Catalyst prediction with 721,799 reactions and 888 catalyst types from USPTO. Predict which catalyst facilitates the given reaction. (1) Reactant: [F:1][C:2]([F:15])([C:8]1[CH:13]=[CH:12][C:11]([CH3:14])=[CH:10][CH:9]=1)[C:3](OCC)=[O:4].[BH4-].[Na+]. Product: [F:1][C:2]([F:15])([C:8]1[CH:13]=[CH:12][C:11]([CH3:14])=[CH:10][CH:9]=1)[CH2:3][OH:4]. The catalyst class is: 8. (2) Reactant: [CH3:1][O:2][C:3]1[CH:30]=[CH:29][C:6]([CH2:7][O:8][CH2:9][C:10]([C:13]2[NH:17][N:16]=[C:15]([N:18]3[C:26](=[O:27])[C:25]4[C:20](=[CH:21][CH:22]=[CH:23][CH:24]=4)[C:19]3=[O:28])[CH:14]=2)([CH3:12])[CH3:11])=[CH:5][CH:4]=1.[H-].[Na+].I[CH3:34].[Cl-].[NH4+]. Product: [CH3:1][O:2][C:3]1[CH:4]=[CH:5][C:6]([CH2:7][O:8][CH2:9][C:10]([C:13]2[N:17]([CH3:34])[N:16]=[C:15]([N:18]3[C:26](=[O:27])[C:25]4[C:20](=[CH:21][CH:22]=[CH:23][CH:24]=4)[C:19]3=[O:28])[CH:14]=2)([CH3:12])[CH3:11])=[CH:29][CH:30]=1. The catalyst class is: 7. (3) Reactant: [CH3:1][N:2]1[CH2:8][CH2:7][CH2:6][N:5]([C:9]2[C:17]3[C:12](=[CH:13][CH:14]=[C:15]([N+:18]([O-])=O)[CH:16]=3)[NH:11][N:10]=2)[CH2:4][CH2:3]1. Product: [CH3:1][N:2]1[CH2:8][CH2:7][CH2:6][N:5]([C:9]2[C:17]3[C:12](=[CH:13][CH:14]=[C:15]([NH2:18])[CH:16]=3)[NH:11][N:10]=2)[CH2:4][CH2:3]1. The catalyst class is: 19. (4) Reactant: [Br:1][C:2]1[CH:3]=[C:4]([NH:10][C:11](=[O:13])[CH3:12])[C:5]([O:8][CH3:9])=[N:6][CH:7]=1.[H-].[Na+].[CH3:16]I. Product: [Br:1][C:2]1[CH:3]=[C:4]([N:10]([CH3:16])[C:11](=[O:13])[CH3:12])[C:5]([O:8][CH3:9])=[N:6][CH:7]=1. The catalyst class is: 3. (5) The catalyst class is: 3. Reactant: [Cl:1][C:2]1[CH:9]=[CH:8][C:5]([CH2:6]Br)=[CH:4][CH:3]=1.[CH3:10][C:11]1([CH3:20])[CH2:16][C:15](=[O:17])[CH2:14][C:13]([CH3:19])([CH3:18])[NH:12]1.C([O-])([O-])=O.[Cs+].[Cs+]. Product: [Cl:1][C:2]1[CH:9]=[CH:8][C:5]([CH2:6][N:12]2[C:13]([CH3:18])([CH3:19])[CH2:14][C:15](=[O:17])[CH2:16][C:11]2([CH3:20])[CH3:10])=[CH:4][CH:3]=1. (6) Reactant: [Br:1][C:2]1[CH:7]=[CH:6][C:5]([N:8]2[N:12]=[C:11]([OH:13])[CH:10]=[N:9]2)=[CH:4][CH:3]=1.[CH2:14]1COCC1.C(=O)([O-])[O-].[Cs+].[Cs+].CI. Product: [Br:1][C:2]1[CH:3]=[CH:4][C:5]([N:8]2[N:12]=[C:11]([O:13][CH3:14])[CH:10]=[N:9]2)=[CH:6][CH:7]=1. The catalyst class is: 6.